Task: Predict the reactants needed to synthesize the given product.. Dataset: Full USPTO retrosynthesis dataset with 1.9M reactions from patents (1976-2016) (1) Given the product [N:1]1([C:7]2[C:16]3[C:11](=[CH:12][CH:13]=[CH:14][CH:15]=3)[C:10]([CH:17]=[O:18])=[CH:9][CH:8]=2)[CH:5]=[N:4][CH:3]=[N:2]1, predict the reactants needed to synthesize it. The reactants are: [NH:1]1[CH:5]=[N:4][CH:3]=[N:2]1.F[C:7]1[C:16]2[C:11](=[CH:12][CH:13]=[CH:14][CH:15]=2)[C:10]([CH:17]=[O:18])=[CH:9][CH:8]=1. (2) Given the product [F:1][C:2]1[CH:7]=[CH:6][CH:5]=[C:4]([F:8])[C:3]=1[N:9]1[C:14]2[N:15]=[C:16]([NH:44][CH2:43][CH2:42][CH2:41][NH:40][C:37]([CH3:39])([CH3:38])[CH3:36])[N:17]=[C:18]([C:19]3[CH:20]=[C:21]([CH:28]=[CH:29][C:30]=3[CH3:31])[C:22]([NH:24][CH2:25][CH2:26][CH3:27])=[O:23])[C:13]=2[CH2:12][NH:11][C:10]1=[O:35], predict the reactants needed to synthesize it. The reactants are: [F:1][C:2]1[CH:7]=[CH:6][CH:5]=[C:4]([F:8])[C:3]=1[N:9]1[C:14]2[N:15]=[C:16](S(C)=O)[N:17]=[C:18]([C:19]3[CH:20]=[C:21]([CH:28]=[CH:29][C:30]=3[CH3:31])[C:22]([NH:24][CH2:25][CH2:26][CH3:27])=[O:23])[C:13]=2[CH2:12][NH:11][C:10]1=[O:35].[CH3:36][C:37]([NH:40][CH2:41][CH2:42][CH2:43][NH2:44])([CH3:39])[CH3:38]. (3) Given the product [N:18]1([C:13]2[N:12]=[C:11]([NH:10][C@H:8]([C:5]3[CH:6]=[CH:7][C:2]([Br:1])=[CH:3][CH:4]=3)[CH3:9])[CH:16]=[N:15][CH:14]=2)[C:22]2[CH:23]=[CH:24][CH:25]=[CH:26][C:21]=2[N:20]=[CH:19]1, predict the reactants needed to synthesize it. The reactants are: [Br:1][C:2]1[CH:7]=[CH:6][C:5]([C@@H:8]([NH:10][C:11]2[CH:16]=[N:15][CH:14]=[C:13](Cl)[N:12]=2)[CH3:9])=[CH:4][CH:3]=1.[N:18]1[C:22]2[CH:23]=[CH:24][CH:25]=[CH:26][C:21]=2[NH:20][CH:19]=1. (4) Given the product [CH3:25][C:26]1[CH:36]=[CH:35][CH:34]=[CH:33][C:27]=1[CH:28]=[CH:29][C:30]([NH:1][C:2]1[CH:7]=[CH:6][C:5]([N:8]2[C:14](=[O:15])[CH2:13][C:12](=[O:16])[NH:11][C:10]3[C:17]4[C:22]([CH:23]=[CH:24][C:9]2=3)=[CH:21][CH:20]=[CH:19][CH:18]=4)=[CH:4][CH:3]=1)=[O:31], predict the reactants needed to synthesize it. The reactants are: [NH2:1][C:2]1[CH:7]=[CH:6][C:5]([N:8]2[C:14](=[O:15])[CH2:13][C:12](=[O:16])[NH:11][C:10]3[C:17]4[C:22]([CH:23]=[CH:24][C:9]2=3)=[CH:21][CH:20]=[CH:19][CH:18]=4)=[CH:4][CH:3]=1.[CH3:25][C:26]1[CH:36]=[CH:35][CH:34]=[CH:33][C:27]=1[CH:28]=[CH:29][C:30](Cl)=[O:31].O=C1CC(=O)N(C2C=CC(C(O)=O)=CC=2)C2C=CC3C(C=2N1)=CC=CC=3. (5) The reactants are: [N:1]1([C:12]([O:14][CH2:15][C:16]2[CH:21]=[CH:20][CH:19]=[CH:18][CH:17]=2)=[O:13])[CH2:6][CH2:5][CH2:4][CH:3]([C:7]([O:9][CH2:10][CH3:11])=[O:8])[CH2:2]1.[CH3:22]N1C(=O)N(C)CCC1.C[Si]([N-][Si](C)(C)C)(C)C.[Li+].IC. Given the product [CH3:22][C:3]1([C:7]([O:9][CH2:10][CH3:11])=[O:8])[CH2:4][CH2:5][CH2:6][N:1]([C:12]([O:14][CH2:15][C:16]2[CH:21]=[CH:20][CH:19]=[CH:18][CH:17]=2)=[O:13])[CH2:2]1, predict the reactants needed to synthesize it.